This data is from Reaction yield outcomes from USPTO patents with 853,638 reactions. The task is: Predict the reaction yield, written as a fraction of the theoretical maximum amount of product (1.0 means a 100% yield; for example, 0.34 means a 34% yield). (1) The reactants are Br[C:2]1[N:3]=[C:4]([C:7]([N:9]2[CH2:14][C@@H:13]([CH3:15])[O:12][C@@H:11]([CH3:16])[CH2:10]2)=[O:8])[S:5][CH:6]=1.[Cl:17][C:18]1[CH:26]=[CH:25][CH:24]=[C:23]2[C:19]=1[CH2:20][CH2:21][NH:22]2.C1(C)C=CC=CC=1.CC(C)([O-])C.[Na+]. The catalyst is C(OCC)(=O)C.C1C=CC(/C=C/C(/C=C/C2C=CC=CC=2)=O)=CC=1.C1C=CC(/C=C/C(/C=C/C2C=CC=CC=2)=O)=CC=1.C1C=CC(/C=C/C(/C=C/C2C=CC=CC=2)=O)=CC=1.[Pd].[Pd]. The product is [Cl:17][C:18]1[CH:26]=[CH:25][CH:24]=[C:23]2[C:19]=1[CH2:20][CH2:21][N:22]2[C:2]1[N:3]=[C:4]([C:7]([N:9]2[CH2:14][C@@H:13]([CH3:15])[O:12][C@@H:11]([CH3:16])[CH2:10]2)=[O:8])[S:5][CH:6]=1. The yield is 0.606. (2) The reactants are [CH:1]1[C:13]2[NH:12][C:11]3[C:6](=[CH:7][CH:8]=[CH:9][CH:10]=3)[C:5]=2[CH:4]=[CH:3][CH:2]=1.Br[C:15]1[CH:20]=[CH:19][CH:18]=[CH:17][CH:16]=1.C1OCCOCCOCCOCCOCCOC1.C(=O)([O-])[O-].[K+].[K+]. The catalyst is C1(C)C(C)=CC=CC=1.C1C=CC(/C=C/C(/C=C/C2C=CC=CC=2)=O)=CC=1.C1C=CC(/C=C/C(/C=C/C2C=CC=CC=2)=O)=CC=1.C1C=CC(/C=C/C(/C=C/C2C=CC=CC=2)=O)=CC=1.[Pd].[Pd].C(P(C(C)(C)C)C(C)(C)C)(C)(C)C. The product is [C:15]1([N:12]2[C:11]3[CH:10]=[CH:9][CH:8]=[CH:7][C:6]=3[C:5]3[C:13]2=[CH:1][CH:2]=[CH:3][CH:4]=3)[CH:20]=[CH:19][CH:18]=[CH:17][CH:16]=1. The yield is 0.970. (3) The yield is 0.210. The product is [C:1]([O:5][C:6]([NH:8][C@@H:9]1[C@H:14]([NH:15][C:16]2[N:21]=[C:20]([C:44]3[CH:43]=[N:42][N:39]4[CH:40]=[CH:41][C:36]([CH3:35])=[CH:37][C:38]=34)[C:19]3[C:23](=[O:33])[N:24]([C:26]([O:28][C:29]([CH3:32])([CH3:31])[CH3:30])=[O:27])[CH2:25][C:18]=3[C:17]=2[F:34])[CH2:13][CH2:12][O:11][CH2:10]1)=[O:7])([CH3:4])([CH3:3])[CH3:2]. The catalyst is O.CC(N(C)C)=O. The reactants are [C:1]([O:5][C:6]([NH:8][C@@H:9]1[C@H:14]([NH:15][C:16]2[N:21]=[C:20](Cl)[C:19]3[C:23](=[O:33])[N:24]([C:26]([O:28][C:29]([CH3:32])([CH3:31])[CH3:30])=[O:27])[CH2:25][C:18]=3[C:17]=2[F:34])[CH2:13][CH2:12][O:11][CH2:10]1)=[O:7])([CH3:4])([CH3:3])[CH3:2].[CH3:35][C:36]1[CH:41]=[CH:40][N:39]2[N:42]=[CH:43][C:44](B3OC(C)(C)C(C)(C)O3)=[C:38]2[CH:37]=1.C(=O)([O-])[O-].[K+].[K+].C(N[C@H](C(O)=O)CS)(=O)C. (4) The reactants are [CH2:1]([N:3]1[CH:7]=[C:6]([C:8]2[S:16][C:15]3[C:10](=[N:11][CH:12]=[CH:13][C:14]=3[O:17][C:18]3[CH:23]=[CH:22][C:21]([NH2:24])=[CH:20][C:19]=3[F:25])[CH:9]=2)[N:5]=[CH:4]1)[CH3:2].[CH3:26][O:27][C:28]1[CH:33]=[CH:32][CH:31]=[CH:30][C:29]=1[CH2:34][C:35]([N:37]=[C:38]=[O:39])=[O:36]. No catalyst specified. The product is [CH2:1]([N:3]1[CH:7]=[C:6]([C:8]2[S:16][C:15]3[C:10](=[N:11][CH:12]=[CH:13][C:14]=3[O:17][C:18]3[CH:23]=[CH:22][C:21]([NH:24][C:38]([NH:37][C:35](=[O:36])[CH2:34][C:29]4[CH:30]=[CH:31][CH:32]=[CH:33][C:28]=4[O:27][CH3:26])=[O:39])=[CH:20][C:19]=3[F:25])[CH:9]=2)[N:5]=[CH:4]1)[CH3:2]. The yield is 0.420.